This data is from Reaction yield outcomes from USPTO patents with 853,638 reactions. The task is: Predict the reaction yield, written as a fraction of the theoretical maximum amount of product (1.0 means a 100% yield; for example, 0.34 means a 34% yield). (1) The reactants are [CH3:1][O:2][C:3]1[CH:4]=[C:5]([NH:11][C:12]2[C:13]([NH:22][S:23]([C:26]3[CH:27]=[N:28][C:29]([CH2:32]O)=[CH:30][CH:31]=3)(=[O:25])=[O:24])=[N:14][C:15]3[C:20]([N:21]=2)=[CH:19][CH:18]=[CH:17][CH:16]=3)[CH:6]=[C:7]([O:9][CH3:10])[CH:8]=1.S(Cl)([Cl:36])=O.O.C([O-])(O)=O.[Na+]. The catalyst is C(Cl)(Cl)Cl. The product is [Cl:36][CH2:32][C:29]1[N:28]=[CH:27][C:26]([S:23]([NH:22][C:13]2[C:12]([NH:11][C:5]3[CH:4]=[C:3]([O:2][CH3:1])[CH:8]=[C:7]([O:9][CH3:10])[CH:6]=3)=[N:21][C:20]3[C:15](=[CH:16][CH:17]=[CH:18][CH:19]=3)[N:14]=2)(=[O:25])=[O:24])=[CH:31][CH:30]=1. The yield is 1.08. (2) The reactants are Cl.[NH2:2][C@@H:3]1[CH2:12][CH2:11][CH2:10][C:9]2[C:8]([C:13]3[S:17][C:16]([C:18]4[CH:19]=[CH:20][C:21]([O:26][CH:27]([CH3:29])[CH3:28])=[C:22]([CH:25]=4)[C:23]#[N:24])=[N:15][N:14]=3)=[CH:7][CH:6]=[CH:5][C:4]1=2.[C:30](Cl)(=[O:32])[CH3:31].CCN(CC)CC. The catalyst is C(Cl)Cl. The product is [C:23]([C:22]1[CH:25]=[C:18]([C:16]2[S:17][C:13]([C:8]3[CH:7]=[CH:6][CH:5]=[C:4]4[C:9]=3[CH2:10][CH2:11][CH2:12][C@H:3]4[NH:2][C:30](=[O:32])[CH3:31])=[N:14][N:15]=2)[CH:19]=[CH:20][C:21]=1[O:26][CH:27]([CH3:29])[CH3:28])#[N:24]. The yield is 0.410. (3) The reactants are [C:1]1([C:7]2[CH:12]=[C:11]([CH2:13][CH2:14][S:15](=[O:19])(=[O:18])[NH:16][CH3:17])[CH:10]=[CH:9][C:8]=2[NH:20][C:21]([C:23]2[N:24](COCC[Si](C)(C)C)[CH:25]=[C:26]([C:28]#[N:29])[N:27]=2)=[O:22])[CH2:6][CH2:5][CH2:4][CH2:3][CH:2]=1.CO.C(O)(C(F)(F)F)=O. The catalyst is C(Cl)Cl. The product is [C:1]1([C:7]2[CH:12]=[C:11]([CH2:13][CH2:14][S:15](=[O:18])(=[O:19])[NH:16][CH3:17])[CH:10]=[CH:9][C:8]=2[NH:20][C:21]([C:23]2[NH:24][CH:25]=[C:26]([C:28]#[N:29])[N:27]=2)=[O:22])[CH2:6][CH2:5][CH2:4][CH2:3][CH:2]=1. The yield is 0.110.